This data is from Forward reaction prediction with 1.9M reactions from USPTO patents (1976-2016). The task is: Predict the product of the given reaction. (1) Given the reactants [CH2:1]([O:3][C:4](=[O:30])[CH2:5][C:6]1[N:7]([CH3:29])[C:8]2[C:13]([C:14]=1[S:15][C:16]([CH3:19])([CH3:18])[CH3:17])=[CH:12][C:11]([O:20][CH2:21][C:22]1[CH:27]=[N:26][C:25]([CH3:28])=[CH:24][N:23]=1)=[CH:10][CH:9]=2)[CH3:2].Cl[CH2:32][C:33]1[CH:38]=[CH:37][C:36]([C:39]2[N:44]=[CH:43][C:42]([F:45])=[CH:41][N:40]=2)=[CH:35][CH:34]=1, predict the reaction product. The product is: [CH2:1]([O:3][C:4](=[O:30])[CH:5]([C:6]1[N:7]([CH3:29])[C:8]2[C:13]([C:14]=1[S:15][C:16]([CH3:19])([CH3:18])[CH3:17])=[CH:12][C:11]([O:20][CH2:21][C:22]1[CH:27]=[N:26][C:25]([CH3:28])=[CH:24][N:23]=1)=[CH:10][CH:9]=2)[CH2:32][C:33]1[CH:34]=[CH:35][C:36]([C:39]2[N:40]=[CH:41][C:42]([F:45])=[CH:43][N:44]=2)=[CH:37][CH:38]=1)[CH3:2]. (2) Given the reactants C(OC(=O)[NH:7][CH:8]([CH2:31][C:32]1[CH:37]=[CH:36][C:35]([Cl:38])=[CH:34][CH:33]=1)[C:9](=[O:30])[N:10]1[CH2:15][CH2:14][N:13]([C:16]2[C:17]3[S:24][C:23]([C:25]4[CH:29]=[CH:28][S:27][CH:26]=4)=[CH:22][C:18]=3[N:19]=[CH:20][N:21]=2)[CH2:12][CH2:11]1)(C)(C)C.[ClH:40], predict the reaction product. The product is: [ClH:38].[ClH:40].[NH2:7][CH:8]([CH2:31][C:32]1[CH:33]=[CH:34][C:35]([Cl:38])=[CH:36][CH:37]=1)[C:9]([N:10]1[CH2:11][CH2:12][N:13]([C:16]2[C:17]3[S:24][C:23]([C:25]4[CH:29]=[CH:28][S:27][CH:26]=4)=[CH:22][C:18]=3[N:19]=[CH:20][N:21]=2)[CH2:14][CH2:15]1)=[O:30]. (3) Given the reactants [Br:1]N1C(=O)CCC1=O.[C:9]([O:17][CH2:18][CH2:19][O:20][CH2:21][N:22]1[CH:29]=[C:28]([CH:30]=[CH2:31])[C:26](=[O:27])[NH:25][C:23]1=[O:24])(=[O:16])[C:10]1[CH:15]=[CH:14][CH:13]=[CH:12][CH:11]=1.[N-:32]=[N+:33]=[N-:34].[Na+], predict the reaction product. The product is: [C:9]([O:17][CH2:18][CH2:19][O:20][CH2:21][N:22]1[CH:29]=[C:28]([CH:30]([N:32]=[N+:33]=[N-:34])[CH2:31][Br:1])[C:26](=[O:27])[NH:25][C:23]1=[O:24])(=[O:16])[C:10]1[CH:11]=[CH:12][CH:13]=[CH:14][CH:15]=1.